From a dataset of Full USPTO retrosynthesis dataset with 1.9M reactions from patents (1976-2016). Predict the reactants needed to synthesize the given product. (1) Given the product [CH3:16][N:12]([CH:13]([CH3:15])[CH3:14])[C:11]1[C:2]([C:24]2[CH:25]=[N:21][NH:22][CH:23]=2)=[N:3][C:4]2[C:9]([N:10]=1)=[CH:8][C:7]([C:17]([O:19][CH3:20])=[O:18])=[CH:6][CH:5]=2, predict the reactants needed to synthesize it. The reactants are: Cl[C:2]1[C:11]([N:12]([CH3:16])[CH:13]([CH3:15])[CH3:14])=[N:10][C:9]2[C:4](=[CH:5][CH:6]=[C:7]([C:17]([O:19][CH3:20])=[O:18])[CH:8]=2)[N:3]=1.[NH:21]1[CH:25]=[C:24](B(O)O)[CH:23]=[N:22]1.[O-]P([O-])([O-])=O.[K+].[K+].[K+]. (2) Given the product [CH:11]1([C:17](=[O:18])[CH2:5][C:4]2[CH:7]=[CH:8][CH:9]=[CH:10][C:3]=2[F:2])[CH2:16][CH2:15][CH2:14][CH2:13][CH2:12]1, predict the reactants needed to synthesize it. The reactants are: [Cl-].[F:2][C:3]1[CH:10]=[CH:9][CH:8]=[CH:7][C:4]=1[CH2:5][Zn+].[CH:11]1([C:17](Cl)=[O:18])[CH2:16][CH2:15][CH2:14][CH2:13][CH2:12]1. (3) The reactants are: [F:1][C:2]1[CH:3]=[C:4]([Br:14])[C:5]2[O:9][C:8]([C:10]([OH:12])=O)=[CH:7][C:6]=2[CH:13]=1.Cl.Cl.[NH2:17][C@@H:18]1[CH:23]2[CH2:24][CH2:25][N:20]([CH2:21][CH2:22]2)[CH2:19]1.CN(C(ON1N=NC2C=CC=NC1=2)=[N+](C)C)C.F[P-](F)(F)(F)(F)F.C(N(CC)C(C)C)(C)C. Given the product [N:20]12[CH2:25][CH2:24][CH:23]([CH2:22][CH2:21]1)[C@@H:18]([NH:17][C:10]([C:8]1[O:9][C:5]3[C:4]([Br:14])=[CH:3][C:2]([F:1])=[CH:13][C:6]=3[CH:7]=1)=[O:12])[CH2:19]2, predict the reactants needed to synthesize it. (4) Given the product [CH:38]1([C:37]2[C:15]3[C:14]([N:11]4[CH2:10][CH2:9][NH:8][CH2:13][CH2:12]4)=[N:19][C:18]([C:20]4[CH:25]=[CH:24][N:23]=[C:22]([NH:26][C:27]5[CH:32]=[CH:31][CH:30]=[CH:29][C:28]=5[F:33])[CH:21]=4)=[N:17][C:16]=3[CH:34]=[N:35][CH:36]=2)[CH2:40][CH2:39]1, predict the reactants needed to synthesize it. The reactants are: C(OC([N:8]1[CH2:13][CH2:12][N:11]([C:14]2[C:15]3[C:37]([CH:38]4[CH2:40][CH2:39]4)=[CH:36][N:35]=[CH:34][C:16]=3[N:17]=[C:18]([C:20]3[CH:25]=[CH:24][N:23]=[C:22]([NH:26][C:27]4[CH:32]=[CH:31][CH:30]=[CH:29][C:28]=4[F:33])[CH:21]=3)[N:19]=2)[CH2:10][CH2:9]1)=O)(C)(C)C. (5) Given the product [F:17][C:2]1([F:1])[CH2:7][CH:6]([CH2:8][O:9][S:26]([CH3:25])(=[O:28])=[O:27])[CH2:5][N:4]([C:10]([O:12][C:13]([CH3:14])([CH3:16])[CH3:15])=[O:11])[CH2:3]1, predict the reactants needed to synthesize it. The reactants are: [F:1][C:2]1([F:17])[CH2:7][CH:6]([CH2:8][OH:9])[CH2:5][N:4]([C:10]([O:12][C:13]([CH3:16])([CH3:15])[CH3:14])=[O:11])[CH2:3]1.C(N(CC)CC)C.[CH3:25][S:26](Cl)(=[O:28])=[O:27]. (6) Given the product [Br:1][C:2]1[CH:10]=[C:9]2[C:5]([C:14]([C:15]([OH:17])=[O:16])=[CH:6][C:7](=[O:11])[NH:8]2)=[CH:4][CH:3]=1, predict the reactants needed to synthesize it. The reactants are: [Br:1][C:2]1[CH:10]=[C:9]2[C:5]([C:6](=O)[C:7](=[O:11])[NH:8]2)=[CH:4][CH:3]=1.C(O)(=O)[CH2:14][C:15]([OH:17])=[O:16].C([O-])(=O)C.[Na+]. (7) Given the product [CH3:48][S:49]([O:32][CH2:31][CH2:30][O:29][C:28]1[CH:27]=[C:26]([F:36])[C:25]([CH2:24][S:23][C:14]2[N:15]([C:16]3[CH:21]=[CH:20][C:19]([F:22])=[CH:18][CH:17]=3)[C:11]([C:8]([C:5]3[CH:6]=[CH:7][C:2]([Cl:1])=[C:3]([O:37][CH3:38])[CH:4]=3)([CH3:10])[CH3:9])=[CH:12][N:13]=2)=[C:34]([F:35])[CH:33]=1)(=[O:51])=[O:50], predict the reactants needed to synthesize it. The reactants are: [Cl:1][C:2]1[CH:7]=[CH:6][C:5]([C:8]([C:11]2[N:15]([C:16]3[CH:21]=[CH:20][C:19]([F:22])=[CH:18][CH:17]=3)[C:14]([S:23][CH2:24][C:25]3[C:34]([F:35])=[CH:33][C:28]([O:29][CH2:30][CH2:31][OH:32])=[CH:27][C:26]=3[F:36])=[N:13][CH:12]=2)([CH3:10])[CH3:9])=[CH:4][C:3]=1[O:37][CH3:38].CCN(C(C)C)C(C)C.[CH3:48][S:49](Cl)(=[O:51])=[O:50].